From a dataset of Peptide-MHC class I binding affinity with 185,985 pairs from IEDB/IMGT. Regression. Given a peptide amino acid sequence and an MHC pseudo amino acid sequence, predict their binding affinity value. This is MHC class I binding data. (1) The peptide sequence is GLSVQQGIV. The MHC is HLA-A02:01 with pseudo-sequence HLA-A02:01. The binding affinity (normalized) is 0.177. (2) The peptide sequence is AYYWNQNGF. The MHC is HLA-B07:02 with pseudo-sequence HLA-B07:02. The binding affinity (normalized) is 0.0847.